From a dataset of Full USPTO retrosynthesis dataset with 1.9M reactions from patents (1976-2016). Predict the reactants needed to synthesize the given product. (1) Given the product [Br:12][C:13]1[CH:14]=[CH:15][C:16]([O:19][CH:1]([CH3:6])[CH3:2])=[N:17][CH:18]=1, predict the reactants needed to synthesize it. The reactants are: [C:1]1(C)[CH:6]=CC=C[CH:2]=1.IC(C)C.[Br:12][C:13]1[CH:14]=[CH:15][C:16](=[O:19])[NH:17][CH:18]=1. (2) Given the product [Si:37]([O:36][CH2:35][C:31]1([CH2:30][N:22]2[C:23]3[N:24]=[CH:25][N:26]=[CH:27][C:28]=3[C:20]([C:18]([C:16]3[CH:15]=[CH:14][N:13]=[C:12]([NH:11][C:9](=[O:10])[CH2:8][C:5]4[CH:6]=[CH:7][C:2]([Cl:1])=[CH:3][CH:4]=4)[CH:17]=3)=[O:19])=[CH:21]2)[CH2:32][O:33][CH2:34]1)([C:40]([CH3:43])([CH3:42])[CH3:41])([CH3:39])[CH3:38], predict the reactants needed to synthesize it. The reactants are: [Cl:1][C:2]1[CH:7]=[CH:6][C:5]([CH2:8][C:9]([NH:11][C:12]2[CH:17]=[C:16]([C:18]([C:20]3[C:28]4[CH:27]=[N:26][CH:25]=[N:24][C:23]=4[NH:22][CH:21]=3)=[O:19])[CH:15]=[CH:14][N:13]=2)=[O:10])=[CH:4][CH:3]=1.Br[CH2:30][C:31]1([CH2:35][O:36][Si:37]([C:40]([CH3:43])([CH3:42])[CH3:41])([CH3:39])[CH3:38])[CH2:34][O:33][CH2:32]1. (3) The reactants are: [F:1][C:2]([F:7])([F:6])[C:3]([OH:5])=[O:4].[O:8]=[C:9]1[NH:18][CH:17]=[CH:16][C:15]2[N:14]3[CH:19]=[C:20]([CH:22]4[CH2:27][CH2:26][N:25](C=O)[CH2:24][CH2:23]4)[N:21]=[C:13]3[C:12]3[CH:30]=[CH:31][N:32]=[CH:33][C:11]=3[C:10]1=2. Given the product [F:1][C:2]([F:7])([F:6])[C:3]([OH:5])=[O:4].[F:1][C:2]([F:7])([F:6])[C:3]([OH:5])=[O:4].[NH:25]1[CH2:26][CH2:27][CH:22]([C:20]2[N:21]=[C:13]3[C:12]4[CH:30]=[CH:31][N:32]=[CH:33][C:11]=4[C:10]4[C:9](=[O:8])[NH:18][CH:17]=[CH:16][C:15]=4[N:14]3[CH:19]=2)[CH2:23][CH2:24]1, predict the reactants needed to synthesize it. (4) Given the product [C:9]([O:13][C:14](=[O:35])[NH:15][CH:16]1[CH2:21][CH2:20][CH2:19][N:18]([C:22]([C:23]2[CH:28]=[CH:27][C:26]3[N:29]([CH3:30])[C:47]([C:39]4[N:38]([CH2:36][CH3:37])[C:42]5=[N:43][CH:44]=[CH:45][CH:46]=[C:41]5[CH:40]=4)=[N:31][C:25]=3[CH:24]=2)=[O:34])[CH2:17]1)([CH3:12])([CH3:10])[CH3:11], predict the reactants needed to synthesize it. The reactants are: S(S([O-])=O)([O-])=O.[Na+].[Na+].[C:9]([O:13][C:14](=[O:35])[NH:15][CH:16]1[CH2:21][CH2:20][CH2:19][N:18]([C:22](=[O:34])[C:23]2[CH:28]=[CH:27][C:26]([NH:29][CH3:30])=[C:25]([N+:31]([O-])=O)[CH:24]=2)[CH2:17]1)([CH3:12])([CH3:11])[CH3:10].[CH2:36]([N:38]1[C:42]2=[N:43][CH:44]=[CH:45][CH:46]=[C:41]2[CH:40]=[C:39]1[CH:47]=O)[CH3:37]. (5) Given the product [C:34]([N:8]1[CH2:9][CH:10]([NH:12][C:13]2[CH:14]=[C:15]3[C:20](=[CH:21][C:22]=2[O:23][CH3:24])[N:19]=[CH:18][N:17]=[C:16]3[NH:25][C:26]2[CH:31]=[CH:30][C:29]([F:32])=[C:28]([Cl:33])[CH:27]=2)[CH2:11]1)(=[O:37])[CH:35]=[CH2:36], predict the reactants needed to synthesize it. The reactants are: FC(F)(F)C([O-])=O.[NH:8]1[CH2:11][CH:10]([NH:12][C:13]2[CH:14]=[C:15]3[C:20](=[CH:21][C:22]=2[O:23][CH3:24])[N:19]=[CH:18][N:17]=[C:16]3[NH:25][C:26]2[CH:31]=[CH:30][C:29]([F:32])=[C:28]([Cl:33])[CH:27]=2)[CH2:9]1.[C:34](Cl)(=[O:37])[CH:35]=[CH2:36].C([O-])(O)=O.[Na+]. (6) Given the product [N:1]1([C:8]2[CH:13]=[CH:12][N:11]=[C:10]([NH:14][CH:15]3[CH2:20][CH2:19][CH2:18][N:17]([CH:21]4[CH2:26][CH2:25][S:56](=[O:60])(=[O:58])[CH2:23][CH2:22]4)[CH:16]3[CH2:27][CH2:28][NH:29][C:30]([CH:32]3[CH2:37][CH2:36][N:35]([C:38]([O:40][C:41]([CH3:43])([CH3:42])[CH3:44])=[O:39])[CH2:34][CH2:33]3)=[O:31])[N:9]=2)[CH2:2][CH2:3][CH2:4][CH2:5][CH2:6][CH2:7]1, predict the reactants needed to synthesize it. The reactants are: [N:1]1([C:8]2[CH:13]=[CH:12][N:11]=[C:10]([NH:14][CH:15]3[CH2:20][CH2:19][CH2:18][N:17]([CH:21]4[CH2:26][CH2:25]S[CH2:23][CH2:22]4)[CH:16]3[CH2:27][CH2:28][NH:29][C:30]([CH:32]3[CH2:37][CH2:36][N:35]([C:38]([O:40][C:41]([CH3:44])([CH3:43])[CH3:42])=[O:39])[CH2:34][CH2:33]3)=[O:31])[N:9]=2)[CH2:7][CH2:6][CH2:5][CH2:4][CH2:3][CH2:2]1.ClC1C=CC=C(C(OO)=O)C=1.[S:56]([O-:60])([O-])(=[O:58])=S.[Na+].[Na+].C(OC)(C)(C)C. (7) Given the product [Cl:27][C:12]1[C:11](=[O:28])[N:10]([C:8]2[C:7]([CH3:29])=[CH:6][N:5]=[C:4]([C:31]3[CH:30]=[CH:32][N:55]=[C:53]([C:52]([OH:51])([CH3:57])[CH3:56])[N:54]=3)[CH:9]=2)[C:15]([CH3:16])=[CH:14][C:13]=1[O:17][CH2:18][C:19]1[CH:24]=[CH:23][C:22]([F:25])=[CH:21][C:20]=1[F:26], predict the reactants needed to synthesize it. The reactants are: C([C:4]1[CH:9]=[C:8]([N:10]2[C:15]([CH3:16])=[CH:14][C:13]([O:17][CH2:18][C:19]3[CH:24]=[CH:23][C:22]([F:25])=[CH:21][C:20]=3[F:26])=[C:12]([Cl:27])[C:11]2=[O:28])[C:7]([CH3:29])=[CH:6][N:5]=1)(=O)C.[C:30](OC(OC(C)(C)C)N(C)C)(C)([CH3:32])[CH3:31].C(=O)([O-])[O-].[K+].[K+].Cl.[OH:51][C:52]([CH3:57])([CH3:56])[C:53]([NH2:55])=[NH:54].